The task is: Predict the product of the given reaction.. This data is from Forward reaction prediction with 1.9M reactions from USPTO patents (1976-2016). (1) Given the reactants [CH3:1][O:2][CH2:3][CH2:4][NH2:5].[CH3:6][O:7][C:8]1[CH:15]=[C:14]([O:16][CH3:17])[CH:13]=[C:12]([O:18][CH3:19])[C:9]=1[CH:10]=O.O.[BH4-].[Na+], predict the reaction product. The product is: [CH3:1][O:2][CH2:3][CH2:4][NH:5][CH2:10][C:9]1[C:12]([O:18][CH3:19])=[CH:13][C:14]([O:16][CH3:17])=[CH:15][C:8]=1[O:7][CH3:6]. (2) The product is: [C:1]([O:5][C:6]([N:8]1[CH2:14][CH2:13][CH2:12][N:11]([C:15]2[N:16]([CH2:31][CH2:32][CH2:33][CH2:34][CH3:35])[C:17]3[CH:23]=[CH:22][CH:21]=[CH:20][C:18]=3[N:19]=2)[CH2:10][CH2:9]1)=[O:7])([CH3:4])([CH3:2])[CH3:3]. Given the reactants [C:1]([O:5][C:6]([N:8]1[CH2:14][CH2:13][CH2:12][N:11]([C:15]2[NH:19][C:18]3[CH:20]=[CH:21][CH:22]=[CH:23][C:17]=3[N:16]=2)[CH2:10][CH2:9]1)=[O:7])([CH3:4])([CH3:3])[CH3:2].CN(C)C=O.[H-].[Na+].[CH2:31](Br)[CH2:32][CH2:33][CH2:34][CH3:35], predict the reaction product. (3) The product is: [CH3:10][C:8]1([CH3:11])[CH2:7][C:6]2[CH:12]=[C:2]([N:30]3[CH2:29][CH2:28][N:27]([C:24]4[CH:23]=[CH:22][C:21]([O:20][CH3:19])=[CH:26][CH:25]=4)[CH2:32][CH2:31]3)[C:3]([C:13]3[CH:14]=[N:15][CH:16]=[CH:17][CH:18]=3)=[CH:4][C:5]=2[O:9]1. Given the reactants Br[C:2]1[C:3]([C:13]2[CH:14]=[N:15][CH:16]=[CH:17][CH:18]=2)=[CH:4][C:5]2[O:9][C:8]([CH3:11])([CH3:10])[CH2:7][C:6]=2[CH:12]=1.[CH3:19][O:20][C:21]1[CH:26]=[CH:25][C:24]([N:27]2[CH2:32][CH2:31][NH:30][CH2:29][CH2:28]2)=[CH:23][CH:22]=1, predict the reaction product. (4) Given the reactants [Br:1][CH2:2][CH2:3][CH2:4][CH2:5]/[CH:6]=[CH:7]\[CH:8]=[CH:9]/[CH2:10][CH2:11][CH2:12][CH2:13]Br.[N:15]1[CH:20]=[CH:19][CH:18]=[C:17]([CH3:21])[CH:16]=1, predict the reaction product. The product is: [Br-:1].[Br-:1].[CH2:2]([N+:15]1[CH:20]=[CH:19][CH:18]=[C:17]([CH3:21])[CH:16]=1)[CH2:3][CH2:4][CH2:5]/[CH:6]=[CH:7]\[CH:8]=[CH:9]/[CH2:10][CH2:11][CH2:12][CH2:13][N+:15]1[CH:20]=[CH:19][CH:18]=[C:17]([CH3:21])[CH:16]=1. (5) Given the reactants C([O:3][C:4](=[O:32])[CH2:5][CH:6]([N:10]1[C:14]2[CH:15]=[CH:16][CH:17]=[CH:18][C:13]=2[N:12]([CH2:19][C:20]2[CH:21]=[C:22]([CH3:30])[N:23]3[C:28]=2[C:27]([CH3:29])=[CH:26][CH:25]=[CH:24]3)[C:11]1=[O:31])[CH2:7][CH2:8][CH3:9])C.[Li+].[OH-], predict the reaction product. The product is: [CH3:30][C:22]1[N:23]2[C:28]([C:27]([CH3:29])=[CH:26][CH:25]=[CH:24]2)=[C:20]([CH2:19][N:12]2[C:13]3[CH:18]=[CH:17][CH:16]=[CH:15][C:14]=3[N:10]([CH:6]([CH2:7][CH2:8][CH3:9])[CH2:5][C:4]([OH:32])=[O:3])[C:11]2=[O:31])[CH:21]=1. (6) Given the reactants [NH2:1][C:2]1[CH:3]=[C:4]([C:8]2[S:12][C:11]([C:13]3[CH:21]=[C:20]4[C:16]([CH2:17][N:18]([CH3:23])[C:19]4=[O:22])=[CH:15][CH:14]=3)=[CH:10][CH:9]=2)[CH:5]=[N:6][CH:7]=1.[F:24][C:25]1[CH:30]=[C:29]([F:31])[CH:28]=[CH:27][C:26]=1[S:32](Cl)(=[O:34])=[O:33], predict the reaction product. The product is: [F:24][C:25]1[CH:30]=[C:29]([F:31])[CH:28]=[CH:27][C:26]=1[S:32]([NH:1][C:2]1[CH:7]=[N:6][CH:5]=[C:4]([C:8]2[S:12][C:11]([C:13]3[CH:21]=[C:20]4[C:16](=[CH:15][CH:14]=3)[CH2:17][N:18]([CH3:23])[C:19]4=[O:22])=[CH:10][CH:9]=2)[CH:3]=1)(=[O:34])=[O:33]. (7) Given the reactants [O:1]([CH2:8][C:9]([C:11]1[CH:16]=[CH:15][CH:14]=[CH:13][CH:12]=1)=[O:10])[C:2]1[CH:7]=[CH:6][CH:5]=[CH:4][CH:3]=1.[BH4-].[Na+], predict the reaction product. The product is: [O:1]([CH2:8][CH:9]([C:11]1[CH:12]=[CH:13][CH:14]=[CH:15][CH:16]=1)[OH:10])[C:2]1[CH:3]=[CH:4][CH:5]=[CH:6][CH:7]=1. (8) Given the reactants [NH2:1][C:2]1[CH:9]=[CH:8][C:5]([C:6]#[N:7])=[C:4]([CH3:10])[N:3]=1, predict the reaction product. The product is: [NH2:7][CH2:6][C:5]1[CH:8]=[CH:9][C:2]([NH2:1])=[N:3][C:4]=1[CH3:10].